This data is from Full USPTO retrosynthesis dataset with 1.9M reactions from patents (1976-2016). The task is: Predict the reactants needed to synthesize the given product. The reactants are: [OH:1][C:2]1[C:3]([CH2:15][CH:16]=[C:17]([CH3:20])[CH2:18][OH:19])=[C:4]([O:13][CH3:14])[C:5]([CH3:12])=[C:6]2[C:10]=1[C:9](=[O:11])[O:8][CH2:7]2.Br[CH2:22][P:23](=[O:32])([O:28][CH:29]([CH3:31])[CH3:30])[O:24][CH:25]([CH3:27])[CH3:26].CC(C)([O-])C.[Li+]. Given the product [CH:29]([O:28][P:23]([CH2:22][O:19][CH2:18][C:17]([CH3:20])=[CH:16][CH2:15][C:3]1[C:2]([OH:1])=[C:10]2[C:6](=[C:5]([CH3:12])[C:4]=1[O:13][CH3:14])[CH2:7][O:8][C:9]2=[O:11])(=[O:32])[O:24][CH:25]([CH3:27])[CH3:26])([CH3:31])[CH3:30], predict the reactants needed to synthesize it.